Dataset: Forward reaction prediction with 1.9M reactions from USPTO patents (1976-2016). Task: Predict the product of the given reaction. (1) Given the reactants [Cl:1][C:2]1[C:7]([CH2:8]O)=[CH:6][C:5]([F:10])=[C:4]([Cl:11])[N:3]=1.P(Br)(Br)[Br:13].C(Cl)Cl.C([O-])(O)=O.[Na+], predict the reaction product. The product is: [Br:13][CH2:8][C:7]1[C:2]([Cl:1])=[N:3][C:4]([Cl:11])=[C:5]([F:10])[CH:6]=1. (2) Given the reactants [C:1]([O:4][CH2:5][CH2:6][CH2:7][O:8][C:9]1[CH:10]=[C:11]2[C:16](=[CH:17][C:18]=1[O:19][CH3:20])[CH:15]([CH2:21][C:22]1[CH:27]=[CH:26][CH:25]=[C:24]([O:28][CH2:29][CH3:30])[CH:23]=1)[NH:14][CH:13]=[C:12]2[CH:31]=[O:32])(=[O:3])[CH3:2], predict the reaction product. The product is: [C:1]([O:4][CH2:5][CH2:6][CH2:7][O:8][C:9]1[CH:10]=[C:11]2[C:16](=[CH:17][C:18]=1[O:19][CH3:20])[C:15]([CH2:21][C:22]1[CH:27]=[CH:26][CH:25]=[C:24]([O:28][CH2:29][CH3:30])[CH:23]=1)=[N:14][CH:13]=[C:12]2[CH:31]=[O:32])(=[O:3])[CH3:2]. (3) Given the reactants Br[CH2:2][C:3]1[N:7]([CH2:8][CH:9]([OH:11])[CH3:10])[N:6]=[C:5]([N+:12]([O-:14])=[O:13])[CH:4]=1.[CH3:15][NH2:16], predict the reaction product. The product is: [CH3:15][NH:16][CH2:2][C:3]1[N:7]([CH2:8][CH:9]([OH:11])[CH3:10])[N:6]=[C:5]([N+:12]([O-:14])=[O:13])[CH:4]=1. (4) Given the reactants [C:1]([O:5][C:6](=[O:29])[NH:7][C@H:8]([CH2:25][CH:26]([CH3:28])[CH3:27])[C:9]([NH:11][C:12]1[CH:17]=[CH:16][C:15]([C:18]2[CH:23]=[CH:22][N:21]=[CH:20][CH:19]=2)=[CH:14][C:13]=1Br)=[O:10])([CH3:4])([CH3:3])[CH3:2].CC1(C)C(C)(C)OB([C:38]2[CH:39]=[N:40][N:41]([C:43]([O:45][C:46]([CH3:49])([CH3:48])[CH3:47])=[O:44])[CH:42]=2)O1.C(=O)([O-])[O-].[Cs+].[Cs+].C(OCC)(=O)C, predict the reaction product. The product is: [C:1]([O:5][C:6]([NH:7][C@H:8]([CH2:25][CH:26]([CH3:28])[CH3:27])[C:9]([NH:11][C:12]1[CH:17]=[CH:16][C:15]([C:18]2[CH:23]=[CH:22][N:21]=[CH:20][CH:19]=2)=[CH:14][C:13]=1[C:38]1[CH:39]=[N:40][N:41]([C:43]([O:45][C:46]([CH3:49])([CH3:48])[CH3:47])=[O:44])[CH:42]=1)=[O:10])=[O:29])([CH3:4])([CH3:3])[CH3:2]. (5) Given the reactants CN(C=O)C.C(N(CC)C(C)C)(C)C.[Br:15][C:16]1[NH:24][C:23]2[C:22](=[O:25])[NH:21][C:20](=[O:26])[N:19]([CH3:27])[C:18]=2[N:17]=1.Br[CH2:29][C:30]#[C:31][CH3:32], predict the reaction product. The product is: [CH3:27][N:19]1[C:18]2[N:17]=[C:16]([Br:15])[N:24]([CH2:29][C:30]#[C:31][CH3:32])[C:23]=2[C:22](=[O:25])[NH:21][C:20]1=[O:26]. (6) The product is: [Br:15][CH:10]([CH2:9][O:8][CH2:7][C:1]1[CH:6]=[CH:5][CH:4]=[CH:3][CH:2]=1)[C:12]([OH:14])=[O:13]. Given the reactants [C:1]1([CH2:7][O:8][CH2:9][C@@H:10]([C:12]([OH:14])=[O:13])N)[CH:6]=[CH:5][CH:4]=[CH:3][CH:2]=1.[Br-:15].[K+].OS(O)(=O)=O.N([O-])=O.[Na+], predict the reaction product. (7) Given the reactants [CH2:1]([N:8]1[C:16]2[C:11](=[N:12][C:13]([Cl:18])=[N:14][C:15]=2Cl)[N:10]=[CH:9]1)[C:2]1[CH:7]=[CH:6][CH:5]=[CH:4][CH:3]=1.[CH:19]1([NH2:25])[CH2:24][CH2:23][CH2:22][CH2:21][CH2:20]1.C(=O)([O-])[O-].[K+].[K+].O, predict the reaction product. The product is: [CH2:1]([N:8]1[C:16]2[C:11](=[N:12][C:13]([Cl:18])=[N:14][C:15]=2[NH:25][CH:19]2[CH2:24][CH2:23][CH2:22][CH2:21][CH2:20]2)[N:10]=[CH:9]1)[C:2]1[CH:7]=[CH:6][CH:5]=[CH:4][CH:3]=1. (8) Given the reactants [CH3:1][C:2]1[S:6][C:5]([NH:7][C:8](=[O:32])[C:9]2[CH:14]=[CH:13][C:12]([O:15][C:16]3[CH:21]=[CH:20][N:19]=[C:18]4[NH:22][N:23]=[C:24]([NH:25][C@@H:26]5[CH2:31][CH2:30][CH2:29][NH:28][CH2:27]5)[C:17]=34)=[CH:11][CH:10]=2)=[N:4][CH:3]=1.[C:33](O)(=[O:37])[C:34]#[C:35][CH3:36].CCN=C=NCCCN(C)C.Cl, predict the reaction product. The product is: [C:33]([N:28]1[CH2:29][CH2:30][CH2:31][C@@H:26]([NH:25][C:24]2[C:17]3[C:18](=[N:19][CH:20]=[CH:21][C:16]=3[O:15][C:12]3[CH:13]=[CH:14][C:9]([C:8]([NH:7][C:5]4[S:6][C:2]([CH3:1])=[CH:3][N:4]=4)=[O:32])=[CH:10][CH:11]=3)[NH:22][N:23]=2)[CH2:27]1)(=[O:37])[C:34]#[C:35][CH3:36].